From a dataset of Full USPTO retrosynthesis dataset with 1.9M reactions from patents (1976-2016). Predict the reactants needed to synthesize the given product. (1) Given the product [Cl:27][C:19]1[CH:18]=[C:17]([C@@H:10]([CH2:11][CH:12]2[CH2:16][CH2:15][CH2:14][CH2:13]2)[C:9]([NH:8][C:5]2[CH:4]=[N:3][C:2]([C:41]#[C:40][C:39]([OH:38])([CH3:43])[CH3:42])=[CH:7][N:6]=2)=[O:28])[CH:22]=[CH:21][C:20]=1[S:23]([CH3:26])(=[O:25])=[O:24], predict the reactants needed to synthesize it. The reactants are: Br[C:2]1[N:3]=[CH:4][C:5]([NH:8][C:9](=[O:28])[C@@H:10]([C:17]2[CH:22]=[CH:21][C:20]([S:23]([CH3:26])(=[O:25])=[O:24])=[C:19]([Cl:27])[CH:18]=2)[CH2:11][CH:12]2[CH2:16][CH2:15][CH2:14][CH2:13]2)=[N:6][CH:7]=1.C(N(CC)C(C)C)(C)C.[OH:38][C:39]([CH3:43])([CH3:42])[C:40]#[CH:41]. (2) Given the product [Br:1][C:2]1[C:10]2[C:5](=[N:6][CH:7]=[C:8]([C:12]3[CH:17]=[CH:16][CH:15]=[CH:14][CH:13]=3)[C:9]=2[Cl:11])[N:4]([S:26]([C:20]2[CH:25]=[CH:24][CH:23]=[CH:22][CH:21]=2)(=[O:28])=[O:27])[CH:3]=1, predict the reactants needed to synthesize it. The reactants are: [Br:1][C:2]1[C:10]2[C:5](=[N:6][CH:7]=[C:8]([C:12]3[CH:17]=[CH:16][CH:15]=[CH:14][CH:13]=3)[C:9]=2[Cl:11])[NH:4][CH:3]=1.[H-].[Na+].[C:20]1([S:26](Cl)(=[O:28])=[O:27])[CH:25]=[CH:24][CH:23]=[CH:22][CH:21]=1.O. (3) Given the product [C:15]([O:14][C:12]([NH:1][C@@H:2]([CH3:7])[CH2:3][C:4]([O:6][CH2:27][CH3:28])=[O:5])=[O:13])([CH3:18])([CH3:17])[CH3:16], predict the reactants needed to synthesize it. The reactants are: [NH2:1][C@@H:2]([CH3:7])[CH2:3][C:4]([OH:6])=[O:5].S(Cl)(Cl)=O.[C:12](O[C:12]([O:14][C:15]([CH3:18])([CH3:17])[CH3:16])=[O:13])([O:14][C:15]([CH3:18])([CH3:17])[CH3:16])=[O:13].[CH3:27][CH2:28]O. (4) Given the product [C:1]([O:5][C@H:6]1[CH2:10][N:9]([C:24](=[O:25])[CH2:23][C:21]2[O:20][N:19]=[C:18]([CH3:17])[CH:22]=2)[C@H:8]([C:11]([O:13][CH2:14][CH:15]=[CH2:16])=[O:12])[CH2:7]1)([CH3:4])([CH3:3])[CH3:2], predict the reactants needed to synthesize it. The reactants are: [C:1]([O:5][C@H:6]1[CH2:10][NH:9][C@H:8]([C:11]([O:13][CH2:14][CH:15]=[CH2:16])=[O:12])[CH2:7]1)([CH3:4])([CH3:3])[CH3:2].[CH3:17][C:18]1[CH:22]=[C:21]([CH2:23][C:24](O)=[O:25])[O:20][N:19]=1.C(Cl)CCl.C1C=CC2N(O)N=NC=2C=1.CCN(C(C)C)C(C)C. (5) Given the product [CH3:20][O:1][C@@H:2]([CH2:6][C:7]1[CH:8]=[CH:9][C:10]([O:13][C:14]([CH3:17])([CH3:16])[CH3:15])=[CH:11][CH:12]=1)[C:3]([OH:5])=[O:4], predict the reactants needed to synthesize it. The reactants are: [OH:1][C@@H:2]([CH2:6][C:7]1[CH:12]=[CH:11][C:10]([O:13][C:14]([CH3:17])([CH3:16])[CH3:15])=[CH:9][CH:8]=1)[C:3]([OH:5])=[O:4].[H-].[Na+].[CH3:20]I. (6) Given the product [Br:27][C:13]1[C:14](=[O:22])[C:15]2[C:16]3([CH2:21][CH2:20][CH2:19][CH2:18][CH2:17]3)[N:8]([CH2:7][C:6]3[CH:5]=[CH:4][C:3]([O:2][CH3:1])=[CH:26][CH:25]=3)[C:9](=[O:24])[C:10]=2[N:11]([CH3:23])[CH:12]=1, predict the reactants needed to synthesize it. The reactants are: [CH3:1][O:2][C:3]1[CH:26]=[CH:25][C:6]([CH2:7][N:8]2[C:16]3([CH2:21][CH2:20][CH2:19][CH2:18][CH2:17]3)[C:15]3[C:14](=[O:22])[CH:13]=[CH:12][N:11]([CH3:23])[C:10]=3[C:9]2=[O:24])=[CH:5][CH:4]=1.[Br:27]N1C(=O)CCC1=O.